Dataset: Catalyst prediction with 721,799 reactions and 888 catalyst types from USPTO. Task: Predict which catalyst facilitates the given reaction. (1) Reactant: [Cl:1][C:2]1[CH:3]=[C:4]([C@H:9]([NH:13][C:14](=[O:20])[O:15][C:16]([CH3:19])([CH3:18])[CH3:17])[CH2:10][CH2:11][OH:12])[CH:5]=[CH:6][C:7]=1[Cl:8].[CH2:21]1COCC1.[H-].[Na+].CI. Product: [Cl:1][C:2]1[CH:3]=[C:4]([C@H:9]([NH:13][C:14](=[O:20])[O:15][C:16]([CH3:17])([CH3:19])[CH3:18])[CH2:10][CH2:11][O:12][CH3:21])[CH:5]=[CH:6][C:7]=1[Cl:8]. The catalyst class is: 6. (2) Reactant: [CH2:1]([O:8][C:9]([N:11]1[CH2:16][CH2:15][CH2:14][CH:13]([C:17](Cl)=[O:18])[CH2:12]1)=[O:10])[C:2]1[CH:7]=[CH:6][CH:5]=[CH:4][CH:3]=1.[NH2:20][C:21]1[C:22]([OH:31])=[C:23]([CH:28]=[CH:29][CH:30]=1)[C:24]([O:26][CH3:27])=[O:25]. Product: [CH2:1]([O:8][C:9]([N:11]1[CH2:16][CH2:15][CH2:14][CH:13]([C:17](=[O:18])[NH:20][C:21]2[CH:30]=[CH:29][CH:28]=[C:23]([C:24]([O:26][CH3:27])=[O:25])[C:22]=2[OH:31])[CH2:12]1)=[O:10])[C:2]1[CH:7]=[CH:6][CH:5]=[CH:4][CH:3]=1. The catalyst class is: 4. (3) Reactant: [CH3:1][O:2][C:3](=[O:20])[C:4]1[CH:12]=[CH:11][C:7]([C:8]([NH2:10])=[O:9])=[CH:6][C:5]=1C1C=CC=CC=1O.O.C([O-])([O-])=O.[K+].[K+]. Product: [O:9]1[C:5]2[CH:6]=[CH:7][CH:11]=[CH:12][C:4]=2[N:10]=[C:8]1[C:7]1[CH:6]=[CH:5][C:4]([C:3]([O:2][CH3:1])=[O:20])=[CH:12][CH:11]=1. The catalyst class is: 13. (4) Reactant: [CH3:1][C:2]1([CH3:16])[C:6]([CH3:8])([CH3:7])[O:5][B:4]([C:9]2[CH:14]=[CH:13][C:12]([NH2:15])=[CH:11][CH:10]=2)[O:3]1.[F:17][C:18]1[CH:26]=[CH:25][CH:24]=[C:23]([F:27])[C:19]=1[C:20](Cl)=[O:21]. Product: [F:17][C:18]1[CH:26]=[CH:25][CH:24]=[C:23]([F:27])[C:19]=1[C:20]([NH:15][C:12]1[CH:13]=[CH:14][C:9]([B:4]2[O:3][C:2]([CH3:16])([CH3:1])[C:6]([CH3:7])([CH3:8])[O:5]2)=[CH:10][CH:11]=1)=[O:21]. The catalyst class is: 2. (5) Reactant: [C:1]1([C@H:7]([N:9]2[C@H:14]([C:15]([O:17][CH2:18][CH3:19])=[O:16])[C@@H:13]3[CH2:20][C@H:10]2[CH:11]=[CH:12]3)[CH3:8])[CH:6]=[CH:5][CH:4]=[CH:3][CH:2]=1.[I:21]N1C(=O)CCC1=O.[OH2:29]. Product: [OH:29][C@H:11]1[C@H:10]2[C@@H:20]([I:21])[C@H:13]([C@@H:14]([C:15]([O:17][CH2:18][CH3:19])=[O:16])[N:9]2[C@@H:7]([C:1]2[CH:6]=[CH:5][CH:4]=[CH:3][CH:2]=2)[CH3:8])[CH2:12]1. The catalyst class is: 16. (6) Reactant: [O:1]=[C:2]1[C:7]([C:8]([NH:10][CH2:11][CH2:12][C:13](OCC)=O)=[O:9])=[CH:6][C:5]([C:18]2[CH:23]=[CH:22][N:21]=[CH:20][CH:19]=2)=[N:4][NH:3]1.O=[C:25]1[C:30](C(O)=O)=[CH:29]C(C2C=CN=CC=2)=N[NH:26]1.ON1C2C=CC=CC=2N=N1.NCC1C=NC=CC=1.C(N(CC)C(C)C)(C)C.F[P-](F)(F)(F)(F)F.N1(OC(N(C)C)=[N+](C)C)C2N=CC=CC=2N=N1. Product: [O:1]=[C:2]1[C:7]([C:8]([NH:10][CH2:11][C:12]2[CH:13]=[N:26][CH:25]=[CH:30][CH:29]=2)=[O:9])=[CH:6][C:5]([C:18]2[CH:19]=[CH:20][N:21]=[CH:22][CH:23]=2)=[N:4][NH:3]1. The catalyst class is: 9. (7) Reactant: [CH:1]([C:3]1[CH:8]=[CH:7][C:6]([OH:9])=[CH:5][CH:4]=1)=[CH2:2].Cl[CH2:11][C:12]1[C:21]2[C:16](=[CH:17][CH:18]=[CH:19][CH:20]=2)[N:15]=[C:14]([CH3:22])[CH:13]=1.C([O-])([O-])=O.[Cs+].[Cs+].[Na+].[I-]. Product: [CH3:22][C:14]1[CH:13]=[C:12]([CH2:11][O:9][C:6]2[CH:7]=[CH:8][C:3]([CH:1]=[CH2:2])=[CH:4][CH:5]=2)[C:21]2[C:16](=[CH:17][CH:18]=[CH:19][CH:20]=2)[N:15]=1. The catalyst class is: 16. (8) The catalyst class is: 4. Product: [CH:1]1([C:4]2[C:5]([O:18][CH2:19][C:20]3([CH3:28])[CH2:27][CH2:26][C:23]4([CH2:24][CH2:25]4)[CH2:22][CH2:21]3)=[CH:6][C:7]([F:17])=[C:8]([CH:16]=2)[C:9]([OH:11])=[O:10])[CH2:2][CH2:3]1. Reactant: [CH:1]1([C:4]2[C:5]([O:18][CH2:19][C:20]3([CH3:28])[CH2:27][CH2:26][C:23]4([CH2:25][CH2:24]4)[CH2:22][CH2:21]3)=[CH:6][C:7]([F:17])=[C:8]([CH:16]=2)[C:9]([O:11]C(C)(C)C)=[O:10])[CH2:3][CH2:2]1.C1(OC)C=CC=CC=1.FC(F)(F)C(O)=O. (9) Reactant: [CH:1]([O:4][C:5]1[C:15]([O:16][CH3:17])=[CH:14][C:8]2[O:9][CH2:10][C:11](=O)[NH:12][C:7]=2[CH:6]=1)([CH3:3])[CH3:2].C[Si]([N-][Si](C)(C)C)(C)C.[Na+].P(Cl)(OCC)(OCC)=O.[N+:37]([CH2:39][C:40]([O:42][CH2:43][CH3:44])=[O:41])#[C-:38].C(O)(=O)CC(CC(O)=O)(C(O)=O)O. Product: [CH:1]([O:4][C:5]1[C:15]([O:16][CH3:17])=[CH:14][C:8]2[O:9][CH2:10][C:11]3[N:12]([CH:38]=[N:37][C:39]=3[C:40]([O:42][CH2:43][CH3:44])=[O:41])[C:7]=2[CH:6]=1)([CH3:3])[CH3:2]. The catalyst class is: 1. (10) The catalyst class is: 30. Product: [CH2:11]([O:13][C:14]1[CH:15]=[C:16]([CH:17]([NH2:18])[CH2:1][S:2]([CH3:5])(=[O:4])=[O:3])[CH:19]=[CH:20][C:21]=1[O:22][CH3:23])[CH3:12]. Reactant: [CH3:1][S:2]([CH3:5])(=[O:4])=[O:3].[Li]CCCC.[CH2:11]([O:13][C:14]1[CH:15]=[C:16]([CH:19]=[CH:20][C:21]=1[O:22][CH3:23])[C:17]#[N:18])[CH3:12].[BH4-].[Na+].C(O)(C(F)(F)F)=O.[OH-].[Na+].